Dataset: Catalyst prediction with 721,799 reactions and 888 catalyst types from USPTO. Task: Predict which catalyst facilitates the given reaction. (1) Reactant: [CH3:1][N:2]1[C@H:11]2[CH2:12][C:13]3[CH:18]=[CH:17][C:16]([O:19][CH3:20])=[CH:15][C:14]=3[C@:5]3([C@@H:10]2[CH2:9][CH2:8][CH2:7][CH2:6]3)[CH2:4][CH2:3]1.O.Br.C([O-])([O-])=O.[K+].[K+]. Product: [CH3:1][N:2]1[C@H:11]2[CH2:12][C:13]3[CH:18]=[CH:17][C:16]([O:19][CH3:20])=[CH:15][C:14]=3[C@:5]3([C@@H:10]2[CH2:9][CH2:8][CH2:7][CH2:6]3)[CH2:4][CH2:3]1.[CH3:1][N:2]1[CH2:3][CH2:4][C@@:5]23[C:14]4[CH:15]=[CH:16][CH:17]=[CH:18][C:13]=4[CH2:12][C@@H:11]1[C@@H:10]2[CH2:9][CH2:8][CH2:7][CH2:6]3. The catalyst class is: 201. (2) Reactant: N([C:3]([O:5][CH2:6][CH3:7])=O)=N[C:3]([O:5][CH2:6][CH3:7])=O.[OH:13][C:14]1[CH:15]=[CH:16][C:17]2[C:18]3[N:26]=[C:25]([C:27]4[CH:32]=[CH:31][CH:30]=[CH:29][CH:28]=4)[CH:24]=[C:23]([C:33]([NH2:35])=[O:34])[C:19]=3[NH:20][C:21]=2[CH:22]=1.COCCO.C1(P(C2C=CC=CC=2)C2C=CC=CC=2)C=CC=CC=1. Product: [CH3:3][O:5][CH2:6][CH2:7][O:13][C:14]1[CH:15]=[CH:16][C:17]2[C:18]3[N:26]=[C:25]([C:27]4[CH:32]=[CH:31][CH:30]=[CH:29][CH:28]=4)[CH:24]=[C:23]([C:33]([NH2:35])=[O:34])[C:19]=3[NH:20][C:21]=2[CH:22]=1. The catalyst class is: 36. (3) Reactant: [C:1]([O:9]CC)(=O)[CH2:2][C:3]([O:5][CH2:6][CH3:7])=[O:4].[H-].[Na+].[H][H].[CH2:16]([N:23]1[C:28]2[CH:29]=[CH:30][C:31]([CH3:33])=[CH:32][C:27]=2[C:26](=O)[O:25]C1=O)[C:17]1[CH:22]=[CH:21][CH:20]=[CH:19][CH:18]=1. Product: [CH2:6]([O:5][C:3]([C:2]1[C:1](=[O:9])[N:23]([CH2:16][C:17]2[CH:18]=[CH:19][CH:20]=[CH:21][CH:22]=2)[C:28]2[C:27]([C:26]=1[OH:25])=[CH:32][C:31]([CH3:33])=[CH:30][CH:29]=2)=[O:4])[CH3:7]. The catalyst class is: 44. (4) Reactant: [NH:1]1[CH2:7][CH2:6][CH2:5][C:4](=[O:8])[CH2:3][CH2:2]1.[CH:9](=O)[C:10]1[CH:15]=[CH:14][CH:13]=[CH:12][CH:11]=1.[BH-](OC(C)=O)(OC(C)=O)OC(C)=O.[Na+]. Product: [CH2:9]([N:1]1[CH2:7][CH2:6][CH2:5][C:4](=[O:8])[CH2:3][CH2:2]1)[C:10]1[CH:15]=[CH:14][CH:13]=[CH:12][CH:11]=1. The catalyst class is: 2. (5) Reactant: C(OC([N:8]1[CH2:13][CH2:12][N:11]([C:14]2[CH:19]=[CH:18][C:17]([N+:20]([O-:22])=[O:21])=[CH:16][N:15]=2)[CH2:10][CH2:9]1)=O)(C)(C)C.C(O)(C(F)(F)F)=O. Product: [N+:20]([C:17]1[CH:18]=[CH:19][C:14]([N:11]2[CH2:10][CH2:9][NH:8][CH2:13][CH2:12]2)=[N:15][CH:16]=1)([O-:22])=[O:21]. The catalyst class is: 4. (6) Reactant: C[Si]([N-][Si](C)(C)C)(C)C.[Li+].[N:11]1([C:17]2[S:18][C:19]3[C:24](=[O:25])[N:23]=[CH:22][NH:21][C:20]=3[N:26]=2)[CH2:16][CH2:15][O:14][CH2:13][CH2:12]1.Br[CH2:28][C:29]1[CH:34]=[CH:33][CH:32]=[CH:31][C:30]=1[C:35]([F:38])([F:37])[F:36]. Product: [N:11]1([C:17]2[S:18][C:19]3[C:24](=[O:25])[N:23]=[CH:22][N:21]([CH2:28][C:29]4[CH:34]=[CH:33][CH:32]=[CH:31][C:30]=4[C:35]([F:36])([F:37])[F:38])[C:20]=3[N:26]=2)[CH2:16][CH2:15][O:14][CH2:13][CH2:12]1. The catalyst class is: 7. (7) Reactant: [S:1]1[CH2:7][CH2:6][CH2:5][C:4](=O)[CH2:3][CH2:2]1.FC(F)(F)S(O[Si](C)(C)C)(=O)=O.[Br:21][C:22]1[CH:23]=[C:24]2[C:28](=[C:29]([C:31]([O:33][CH2:34][CH3:35])=[O:32])[CH:30]=1)[NH:27][CH:26]=[CH:25]2.C([SiH](CC)CC)C. Product: [Br:21][C:22]1[CH:23]=[C:24]2[C:28](=[C:29]([C:31]([O:33][CH2:34][CH3:35])=[O:32])[CH:30]=1)[NH:27][CH:26]=[C:25]2[CH:4]1[CH2:5][CH2:6][CH2:7][S:1][CH2:2][CH2:3]1. The catalyst class is: 4. (8) Reactant: [CH3:1][O:2][C:3](=[O:13])[C:4]1[CH:9]=[C:8]([Br:10])[C:7]([Cl:11])=[CH:6][C:5]=1[NH2:12].N1C=CC=CC=1.[CH:20]([O:23][C:24](Cl)=[O:25])([CH3:22])[CH3:21]. Product: [CH3:1][O:2][C:3](=[O:13])[C:4]1[CH:9]=[C:8]([Br:10])[C:7]([Cl:11])=[CH:6][C:5]=1[NH:12][C:24]([O:23][CH:20]([CH3:22])[CH3:21])=[O:25]. The catalyst class is: 426.